Dataset: Merck oncology drug combination screen with 23,052 pairs across 39 cell lines. Task: Regression. Given two drug SMILES strings and cell line genomic features, predict the synergy score measuring deviation from expected non-interaction effect. (1) Drug 1: N#Cc1ccc(Cn2cncc2CN2CCN(c3cccc(Cl)c3)C(=O)C2)cc1. Cell line: EFM192B. Drug 2: CCC1=CC2CN(C1)Cc1c([nH]c3ccccc13)C(C(=O)OC)(c1cc3c(cc1OC)N(C)C1C(O)(C(=O)OC)C(OC(C)=O)C4(CC)C=CCN5CCC31C54)C2. Synergy scores: synergy=-18.5. (2) Drug 1: CCC1=CC2CN(C1)Cc1c([nH]c3ccccc13)C(C(=O)OC)(c1cc3c(cc1OC)N(C)C1C(O)(C(=O)OC)C(OC(C)=O)C4(CC)C=CCN5CCC31C54)C2. Drug 2: C#Cc1cccc(Nc2ncnc3cc(OCCOC)c(OCCOC)cc23)c1. Cell line: NCIH2122. Synergy scores: synergy=-4.85. (3) Drug 1: CCC1=CC2CN(C1)Cc1c([nH]c3ccccc13)C(C(=O)OC)(c1cc3c(cc1OC)N(C)C1C(O)(C(=O)OC)C(OC(C)=O)C4(CC)C=CCN5CCC31C54)C2. Drug 2: CS(=O)(=O)CCNCc1ccc(-c2ccc3ncnc(Nc4ccc(OCc5cccc(F)c5)c(Cl)c4)c3c2)o1. Cell line: T47D. Synergy scores: synergy=6.16.